This data is from TCR-epitope binding with 47,182 pairs between 192 epitopes and 23,139 TCRs. The task is: Binary Classification. Given a T-cell receptor sequence (or CDR3 region) and an epitope sequence, predict whether binding occurs between them. Result: 1 (the TCR binds to the epitope). The epitope is DPFRLLQNSQVFS. The TCR CDR3 sequence is CASSLSRGHETQYF.